From a dataset of Catalyst prediction with 721,799 reactions and 888 catalyst types from USPTO. Predict which catalyst facilitates the given reaction. (1) Reactant: FC(F)(F)C(O)=O.[NH2:8][CH2:9][CH2:10][C:11]1[C:12]([C:16]2[N:20]([C:21]3[CH:26]=[CH:25][C:24]([F:27])=[C:23]([Cl:28])[CH:22]=3)C(=O)[O:18][N:17]=2)=[N:13][O:14][N:15]=1.[S:30](N)([NH2:33])(=[O:32])=[O:31].N1C=CC=CC=1.[OH-].[Na+]. Product: [Cl:28][C:23]1[CH:22]=[C:21]([NH:20][C:16]([C:12]2[C:11]([CH2:10][CH2:9][NH:8][S:30](=[O:32])(=[O:31])[NH2:33])=[N:15][O:14][N:13]=2)=[N:17][OH:18])[CH:26]=[CH:25][C:24]=1[F:27]. The catalyst class is: 15. (2) Reactant: [Cl:1][C:2]1[CH:7]=[CH:6][CH:5]=[CH:4][C:3]=1[CH:8]=[CH2:9].C(N(CC)CC)C.Cl[O-].[Na+].[OH:20][N:21]=[CH:22][C:23]1[N:24]=[C:25]([CH:28]2[CH2:33][CH2:32][N:31]([C:34](=[O:46])[CH2:35][N:36]3[C:40]([CH3:41])=[CH:39][C:38]([C:42]([F:45])([F:44])[F:43])=[N:37]3)[CH2:30][CH2:29]2)[S:26][CH:27]=1.CC1N(CC(N2CCC(C3SC=C(C4C=C(C5C=CC=CC=5)ON=4)N=3)CC2)=O)N=C(C(F)(F)F)C=1. Product: [Cl:1][C:2]1[CH:7]=[CH:6][CH:5]=[CH:4][C:3]=1[CH:8]1[O:20][N:21]=[C:22]([C:23]2[N:24]=[C:25]([CH:28]3[CH2:29][CH2:30][N:31]([C:34](=[O:46])[CH2:35][N:36]4[C:40]([CH3:41])=[CH:39][C:38]([C:42]([F:45])([F:43])[F:44])=[N:37]4)[CH2:32][CH2:33]3)[S:26][CH:27]=2)[CH2:9]1. The catalyst class is: 4. (3) Reactant: Cl[C:2]1[CH:7]=[CH:6][N:5]=[CH:4][C:3]=1[CH:8]=[O:9].[OH:10][CH2:11][C:12]1[CH:13]=[N:14][CH:15]=[CH:16][CH:17]=1. Product: [N:5]1[CH:6]=[CH:7][CH:2]=[C:3]([CH2:8][O:9][C:17]2[C:12]([CH:11]=[O:10])=[CH:13][N:14]=[CH:15][CH:16]=2)[CH:4]=1. The catalyst class is: 48. (4) Reactant: [Br:1][C:2]1[CH:3]=[CH:4][C:5]([S:10][CH3:11])=[C:6]([CH:9]=1)[CH:7]=O.Cl.[CH3:13][O:14][NH2:15].O. Product: [CH3:13][O:14][N:15]=[CH:7][C:6]1[CH:9]=[C:2]([Br:1])[CH:3]=[CH:4][C:5]=1[S:10][CH3:11]. The catalyst class is: 17.